This data is from NCI-60 drug combinations with 297,098 pairs across 59 cell lines. The task is: Regression. Given two drug SMILES strings and cell line genomic features, predict the synergy score measuring deviation from expected non-interaction effect. (1) Drug 1: CCC1(CC2CC(C3=C(CCN(C2)C1)C4=CC=CC=C4N3)(C5=C(C=C6C(=C5)C78CCN9C7C(C=CC9)(C(C(C8N6C=O)(C(=O)OC)O)OC(=O)C)CC)OC)C(=O)OC)O.OS(=O)(=O)O. Drug 2: CC1=C(C(=O)C2=C(C1=O)N3CC4C(C3(C2COC(=O)N)OC)N4)N. Cell line: A498. Synergy scores: CSS=33.8, Synergy_ZIP=-9.55, Synergy_Bliss=-1.21, Synergy_Loewe=0.964, Synergy_HSA=1.90. (2) Drug 1: CC1=CC2C(CCC3(C2CCC3(C(=O)C)OC(=O)C)C)C4(C1=CC(=O)CC4)C. Drug 2: CC1=C2C(C(=O)C3(C(CC4C(C3C(C(C2(C)C)(CC1OC(=O)C(C(C5=CC=CC=C5)NC(=O)OC(C)(C)C)O)O)OC(=O)C6=CC=CC=C6)(CO4)OC(=O)C)O)C)O. Cell line: NCI/ADR-RES. Synergy scores: CSS=-2.23, Synergy_ZIP=0.774, Synergy_Bliss=-2.48, Synergy_Loewe=-3.70, Synergy_HSA=-3.60. (3) Drug 1: C1CCC(C1)C(CC#N)N2C=C(C=N2)C3=C4C=CNC4=NC=N3. Drug 2: CN(CCCl)CCCl.Cl. Cell line: HOP-62. Synergy scores: CSS=4.04, Synergy_ZIP=-2.06, Synergy_Bliss=-3.53, Synergy_Loewe=-7.76, Synergy_HSA=-6.36.